From a dataset of Reaction yield outcomes from USPTO patents with 853,638 reactions. Predict the reaction yield, written as a fraction of the theoretical maximum amount of product (1.0 means a 100% yield; for example, 0.34 means a 34% yield). (1) The reactants are [CH3:1][C:2]1[CH:3]=[C:4]([CH:19]=[CH:20][CH:21]=1)[CH2:5][O:6][C:7]1[CH:15]=[CH:14][CH:13]=[C:9]([C:10]([OH:12])=O)[C:8]=1[C:16]([OH:18])=O.Cl.[NH2:23][CH:24]1[CH2:30][CH2:29][C:28](=[O:31])[NH:27][C:25]1=[O:26]. The catalyst is N1C=CC=CC=1. The product is [O:26]=[C:25]1[CH:24]([N:23]2[C:16](=[O:18])[C:8]3[C:9](=[CH:13][CH:14]=[CH:15][C:7]=3[O:6][CH2:5][C:4]3[CH:19]=[CH:20][CH:21]=[C:2]([CH3:1])[CH:3]=3)[C:10]2=[O:12])[CH2:30][CH2:29][C:28](=[O:31])[NH:27]1. The yield is 0.480. (2) The reactants are [C:1]([C:4]1[CH:5]=[CH:6][C:7]([F:14])=[C:8]([NH:10][C:11](=[O:13])[CH3:12])[CH:9]=1)(=[O:3])[CH3:2].CO[CH:17](OC)[N:18]([CH3:20])[CH3:19]. No catalyst specified. The product is [CH3:17][N:18]([CH3:20])[CH:19]=[CH:2][C:1]([C:4]1[CH:5]=[CH:6][C:7]([F:14])=[C:8]([NH:10][C:11](=[O:13])[CH3:12])[CH:9]=1)=[O:3]. The yield is 0.786. (3) The reactants are I[C:2]1[N:18]=[C:5]2[C:6]([C:10]3[CH:15]=[CH:14][C:13]([O:16][CH3:17])=[CH:12][CH:11]=3)=[CH:7][CH:8]=[CH:9][N:4]2[N:3]=1.[NH2:19][C:20]1[CH:21]=[N:22][N:23]([CH2:25][C@H:26]([OH:28])[CH3:27])[CH:24]=1.CC(C)([O-])C.[Na+].C1(P(C2C=CC=CC=2)C2C3OC4C(=CC=CC=4P(C4C=CC=CC=4)C4C=CC=CC=4)C(C)(C)C=3C=CC=2)C=CC=CC=1. The catalyst is O1CCOCC1.C1C=CC(/C=C/C(/C=C/C2C=CC=CC=2)=O)=CC=1.C1C=CC(/C=C/C(/C=C/C2C=CC=CC=2)=O)=CC=1.C1C=CC(/C=C/C(/C=C/C2C=CC=CC=2)=O)=CC=1.[Pd].[Pd]. The product is [CH3:17][O:16][C:13]1[CH:14]=[CH:15][C:10]([C:6]2[C:5]3[N:4]([N:3]=[C:2]([NH:19][C:20]4[CH:21]=[N:22][N:23]([CH2:25][C@H:26]([OH:28])[CH3:27])[CH:24]=4)[N:18]=3)[CH:9]=[CH:8][CH:7]=2)=[CH:11][CH:12]=1. The yield is 0.730. (4) The yield is 0.680. The product is [CH2:3]1[C:4]2[C:9](=[CH:8][CH:7]=[CH:6][CH:5]=2)[CH2:10][CH:2]1[NH:1][C:11](=[O:13])[CH3:12]. The catalyst is ClCCl.C(OCC)(=O)C.CCCCCC. The reactants are [NH2:1][CH:2]1[CH2:10][C:9]2[C:4](=[CH:5][CH:6]=[CH:7][CH:8]=2)[CH2:3]1.[C:11](OC(=O)C)(=[O:13])[CH3:12].C(N(CC)CC)C.